This data is from Experimentally validated miRNA-target interactions with 360,000+ pairs, plus equal number of negative samples. The task is: Binary Classification. Given a miRNA mature sequence and a target amino acid sequence, predict their likelihood of interaction. (1) The protein sequence of the target gene is MGCSGCSGGCGSSCGGCGSSCGGCGSGYGGCGSGCCVPVCCCKPVCCCVPACSCSSCGSCGGSKGVCGSCGGCKGGCGSCGGSKGGCGSSCCVPVCCSSSCGSCGGSKGVCGFRGGSKGGCGSCGCSQCSCYKPCCCSSGCGSSCCQSSCCKPSCSQSSCCKPCCSQSSCCKPCCCSSGCGSSCCQSSCCKPCCSQSSCCKPCCCSSGCGSSCCQSSCCKPCSSQSSCCVPICCQCKI. The miRNA is hsa-miR-6803-3p with sequence UCCCUCGCCUUCUCACCCUCAG. Result: 0 (no interaction). (2) The miRNA is hsa-miR-4423-5p with sequence AGUUGCCUUUUUGUUCCCAUGC. The protein sequence of the target gene is METLPASWVLTLLCLGSHLLQAVISTTVIPSCIPGESEDNCTALVQMEDDPRVAQVQITKCSSDMDGYCLHGQCIYLVDMREKFCRCEVGYTGLRCEHFFLTVHQPLSKEYVALTVILIFLFLIITAGCIYYFCRWYKNRKSKKSREEYERVTSGDPVLPQV. Result: 0 (no interaction). (3) The miRNA is hsa-miR-6721-5p with sequence UGGGCAGGGGCUUAUUGUAGGAG. Result: 0 (no interaction). The protein sequence of the target gene is MEQRWGLLRRVQQWSPRPSQTIYRRVEGPQLEHLEEEDREEGAELPAQFCPMELKGPEHLGSCPGRSIPIPWAAAGRKAAPYLVLITLLIFTGAFLLGYVAFRGSCQACGDSVLVVDEDVNPEDSGRTTLYWSDLQAMFLRFLGEGRMEDTIRLTSLRERVAGSARMATLVQDILDKLSRQKLDHVWTDTHYVGLQFPDPAHANTLHWVDADGSVQEQLPLEDPEVYCPYSATGNATGKLVYAHYGRSEDLQDLKAKGVELAGSLLLVRVGITSFAQKVAVAQDFGAQGVLIYPDPSDFS.... (4) The miRNA is hsa-miR-330-5p with sequence UCUCUGGGCCUGUGUCUUAGGC. The protein sequence of the target gene is MAARRGRRDGVAPPPSGGPGPDPGGGARGSGWGSRSQAPYGTLGAVSGGEQVLLHEEAGDSGFVSLSRLGPSLRDKDLEMEELMLQDETLLGTMQSYMDASLISLIEDFGSLGESRLSLEDQNEVSLLTALTEILDNADSENLSPFDSIPDSELLVSPREGSSLHKLLTLSRTPPERDLITPVDPLGPSTGSSRGSGVEMSLPDPSWDFSPPSFLETSSPKLPSWRPPRSRPRWGQSPPPQQRSDGEEEEEVASFSGQILAGELDNCVSSIPDFPMHLACPEEEDKATAAEMAVPAAGDE.... Result: 0 (no interaction). (5) The miRNA is hsa-miR-6749-5p with sequence UCGGGCCUGGGGUUGGGGGAGC. The protein sequence of the target gene is MFPQSRHPTPHQAAGQPFKFTIPESLDRIKEEFQFLQAQYHSLKLECEKLASEKTEMQRHYVMYYEMSYGLNIEMHKQTEIAKRLNTICAQVIPFLSQEHQQQVAQAVERAKQVTMAELNAIIGQQQLQAQHLSHGHGPPVPLTPHPSGLQPPGIPPLGGSAGLLALSSALSGQSHLAIKDDKKHHDAEHHRDREPGTSNSLLVPDSLRGTDKRRNGPEFSNDIKKRKVDDKDSSHYDSDGDKSDDNLVVDVSNEDPSSPRASPAHSPRENGIDKNRLLKKDASSSPASTASSASSTSLK.... Result: 0 (no interaction). (6) The miRNA is hsa-miR-4678 with sequence AAGGUAUUGUUCAGACUUAUGA. The protein sequence of the target gene is MLSPKDILRKDLKLVHGYPMTCAFASNWEKIEQFHSRPDDIVIATYPKSGTTWVSEIIDMILNDGDIEKCKRGFITEKVPMLEMTLPGLRTSGIEQLEKNPSPRIVKTHLPTDLLPKSFWENNCKMIYLARNAKDVSVSYYHFDLMNNLQPFPGTWEEYLEKFLTGKVAYGSWFTHVKNWWKKKEEHPILFLYYEDMKENPKEEIKKIIRFLEKNLNDEILDRIIHHTSFEVMKDNPLVNYTHLPTTVMDHSKSPFMRKGTAGDWKNYFTVAQNEKFDAIYETEMSKTALQFRTEI. Result: 1 (interaction). (7) The protein sequence of the target gene is MDADSDVALDILITNVVCVFRTRCHLNLRKIALEGANVIYKRDVGKVLMKLRKPRITATIWSSGKIICTGATSEEEAKFGARRLARSLQKLGFQVIFTDFKVVNVLAVCNMPFEIRLPEFTKNNRPHASYEPELHPAVCYRIKSLRATLQIFSTGSITVTGPNVKAVATAVEQIYPFVFESRKEIL. The miRNA is mmu-miR-3969 with sequence CCCUAAAGUAGAAAUCACUA. Result: 0 (no interaction). (8) The miRNA is mmu-miR-181a-5p with sequence AACAUUCAACGCUGUCGGUGAGU. The protein sequence of the target gene is MGANTSSKAPVFDENEDVNFDHFEILRAIGKGSFGKVCIVRKNDTKKMYAMKYMNKQKCVERNEVRNVFKELQIMQGLEHPFLVNLWYSFQDEEDMFMVVDLLLGGDLRYHLQQNVHFQEDTVKLFICELAMALDYLQSQRIIHRDMKPDNILLDEHGHVHITDFNIAAMLPKETRITTVAGTKPYMAPEMFTSRKETGYSFAVDWWSLGVTAYELLRGRRPYHIRSSTSSKEIVNMFETAIVTYPSAWSQEMVSLLKKLLEPNPDQRFSHLTDIQNFPYMSDMNWDAVLQKRLIPGFIP.... Result: 1 (interaction). (9) The miRNA is hsa-miR-4755-3p with sequence AGCCAGGCUCUGAAGGGAAAGU. The protein sequence of the target gene is MTAELREAMALAPWGPVKVKKEEEEEENFPGQASSQQVHSENIKVWAPVQGLQTGLDGSEEEEKGQNISWDMAVVLKATQEAPAASTLGSYSLPGTLAKSEILETHGTMNFLGAETKNLQLLVPKTEICEEAEKPLIISERIQKADPQGPELGEACEKGNMLKRQRIKREKKDFRQVIVNDCHLPESFKEEENQKCKKSGGKYSLNSGAVKNPKTQLGQKPFTCSVCGKGFSQSANLVVHQRIHTGEKPFECHECGKAFIQSANLVVHQRIHTGQKPYVCSKCGKAFTQSSNLTVHQKIH.... Result: 1 (interaction). (10) The miRNA is mmu-miR-24-1-5p with sequence GUGCCUACUGAGCUGAUAUCAGU. The protein sequence of the target gene is MNSGILQVFQGELICPLCMNYFIDPVTIDCGHSFCRPCFYLNWQDIPFLVQCSECTKSTEQINLKTNIHLKKMASLARKVSLWLFLSSEEQMCGTHRETKKIFCEVDRSLLCLLCSSSQEHRYHRHRPIEWAAEEHREKLLQKMQSLWEKACENHRNLNVETTRTRCWKDYVNLRLEAIRAEYQKMPAFHHEEEKHNLEMLKKKGKEIFHRLHLSKAKMAHRMEILRGMYEELNEMCHKPDVELLQAFGDILHRSESVLLHMPQPLNPELSAGPITGLRDRLNQFRVHITLHHEEANSDI.... Result: 0 (no interaction).